Dataset: Catalyst prediction with 721,799 reactions and 888 catalyst types from USPTO. Task: Predict which catalyst facilitates the given reaction. (1) Product: [NH2:11][C:10]1[CH:9]=[C:8]2[C:4]([CH2:5][NH:6][C:7]2=[O:14])=[CH:3][C:2]=1[CH3:1]. Reactant: [CH3:1][C:2]1[CH:3]=[C:4]2[C:8](=[CH:9][C:10]=1[N+:11]([O-])=O)[C:7](=[O:14])[NH:6][CH2:5]2. The catalyst class is: 13. (2) Reactant: [N:1]1([C:7]2[N:11]3[CH:12]=[CH:13][CH:14]=[CH:15][C:10]3=[C:9]([C:16]([OH:18])=O)[N:8]=2)[CH2:6][CH2:5][O:4][CH2:3][CH2:2]1.[NH2:19][C:20]1([CH2:26][OH:27])[CH2:25][CH2:24][CH2:23][CH2:22][CH2:21]1.C1C=NC2N(O)N=NC=2C=1.C(Cl)CCl.CCN(C(C)C)C(C)C. Product: [OH:27][CH2:26][C:20]1([NH:19][C:16]([C:9]2[N:8]=[C:7]([N:1]3[CH2:2][CH2:3][O:4][CH2:5][CH2:6]3)[N:11]3[CH:12]=[CH:13][CH:14]=[CH:15][C:10]=23)=[O:18])[CH2:25][CH2:24][CH2:23][CH2:22][CH2:21]1. The catalyst class is: 3. (3) Reactant: [Li+].[Cl-].C[O:4][C:5]1[CH:10]=[CH:9][C:8]([C:11]([C:13]2[CH:18]=[CH:17][CH:16]=[CH:15][CH:14]=2)=[O:12])=[CH:7][C:6]=1[S:19]([N:22]1[CH2:27][CH2:26][CH:25]([N:28]2[CH2:33][CH2:32][CH:31]([CH3:34])[CH2:30][CH2:29]2)[CH2:24][CH2:23]1)(=[O:21])=[O:20]. Product: [OH:4][C:5]1[CH:10]=[CH:9][C:8]([C:11]([C:13]2[CH:14]=[CH:15][CH:16]=[CH:17][CH:18]=2)=[O:12])=[CH:7][C:6]=1[S:19]([N:22]1[CH2:23][CH2:24][CH:25]([N:28]2[CH2:29][CH2:30][CH:31]([CH3:34])[CH2:32][CH2:33]2)[CH2:26][CH2:27]1)(=[O:21])=[O:20]. The catalyst class is: 3.